Dataset: Full USPTO retrosynthesis dataset with 1.9M reactions from patents (1976-2016). Task: Predict the reactants needed to synthesize the given product. (1) Given the product [CH3:16][O:15][C:12]1[CH:13]=[CH:14][C:9]([C:6]2([CH3:1])[CH2:8][CH2:7]2)=[N:10][CH:11]=1, predict the reactants needed to synthesize it. The reactants are: [CH2:1]([Zn]CC)C.[C:6]([C:9]1[CH:14]=[CH:13][C:12]([O:15][CH3:16])=[CH:11][N:10]=1)([CH3:8])=[CH2:7].ClCI. (2) Given the product [NH2:35][CH:32]1[CH2:31][CH2:30][N:29]([C:12]2[N:13]=[C:14]3[C:9](=[CH:10][CH:11]=2)[N:8]([C:5](=[O:7])[CH3:6])[C@@H:17]([CH:18]2[CH2:19][CH2:20]2)[C@H:16]([CH3:21])[C@H:15]3[NH:22][C:23]2[CH:24]=[CH:25][CH:26]=[CH:27][CH:28]=2)[CH2:34][CH2:33]1, predict the reactants needed to synthesize it. The reactants are: C(=O)([O-])N.[C:5]([N:8]1[C@@H:17]([CH:18]2[CH2:20][CH2:19]2)[C@H:16]([CH3:21])[C@@H:15]([NH:22][C:23]2[CH:28]=[CH:27][CH:26]=[CH:25][CH:24]=2)[C:14]2[N:13]=[C:12]([N:29]3[CH2:34][CH2:33][CH:32]([NH:35]C(=O)OC(C)(C)C)[CH2:31][CH2:30]3)[CH:11]=[CH:10][C:9]1=2)(=[O:7])[CH3:6].Cl. (3) Given the product [Cl:1][C:2]1[C:10]([F:11])=[CH:9][CH:8]=[C:7]2[C:3]=1[CH2:4][CH2:5][N:6]2[C@@H:22]1[O:23][C@H:14]([CH2:13][OH:12])[C@@H:16]([OH:17])[C@H:18]([OH:19])[C@H:20]1[OH:21], predict the reactants needed to synthesize it. The reactants are: [Cl:1][C:2]1[C:10]([F:11])=[CH:9][CH:8]=[C:7]2[C:3]=1[CH2:4][CH2:5][NH:6]2.[O:12]=[CH:13][C@@H:14]([C@H:16]([C@@H:18]([C@@H:20]([CH2:22][OH:23])[OH:21])[OH:19])[OH:17])O.O. (4) Given the product [CH2:1]([O:3][C:4](=[O:24])[CH2:5][O:6][C:7]1[CH:12]=[C:11]([CH3:25])[C:10]([S:13][C:14]2[CH:19]=[CH:18][C:17]([CH:20]=[O:21])=[CH:16][C:15]=2[Cl:22])=[CH:9][C:8]=1[CH3:23])[CH3:2], predict the reactants needed to synthesize it. The reactants are: [CH2:1]([O:3][C:4](=[O:24])[CH2:5][O:6][C:7]1[CH:12]=[CH:11][C:10]([S:13][C:14]2[CH:19]=[CH:18][C:17]([CH:20]=[O:21])=[CH:16][C:15]=2[Cl:22])=[CH:9][C:8]=1[CH3:23])[CH3:2].[CH2:25](OC(=O)COC1C2CCCCC=2C(S)=CC=1)C.ClC1C=C(C=CC=1Cl)C=O. (5) Given the product [CH:15]1[C:10]2[C:3]3[C:4]4[CH:5]=[CH:6][CH:7]=[CH:8][C:9]=4[NH:1][C:2]=3[C:17]([OH:18])=[CH:16][C:11]=2[CH:12]=[CH:13][CH:14]=1, predict the reactants needed to synthesize it. The reactants are: [NH:1]1[C:9]2[C:4](=[CH:5][CH:6]=[CH:7][CH:8]=2)[C:3]([C:10]2[CH:15]=[CH:14][CH:13]=[CH:12][C:11]=2[CH2:16][C:17](O)=[O:18])=[CH:2]1.C(Cl)(=O)C(Cl)=O.CN(C=O)C.[Cl-].[Cl-].[Cl-].[Al+3]. (6) The reactants are: [NH:1]1[C:9]2[C:4](=[C:5]([N:10]3[CH2:15][CH2:14][N:13]([CH2:16][CH2:17][NH2:18])[CH2:12][CH2:11]3)[CH:6]=[CH:7][CH:8]=2)[CH:3]=[CH:2]1.[CH:19]1([C:25]([OH:27])=O)[CH2:24][CH2:23][CH2:22][CH2:21][CH2:20]1.[Cl:28]CCl. Given the product [ClH:28].[ClH:28].[CH:19]1([C:25]([N:18]([CH2:17][CH2:16][N:13]2[CH2:12][CH2:11][N:10]([C:5]3[CH:6]=[CH:7][CH:8]=[C:9]4[C:4]=3[CH:3]=[CH:2][NH:1]4)[CH2:15][CH2:14]2)[C:25]([CH:19]2[CH2:20][CH2:21][CH2:22][CH2:23][CH2:24]2)=[O:27])=[O:27])[CH2:24][CH2:23][CH2:22][CH2:21][CH2:20]1, predict the reactants needed to synthesize it. (7) The reactants are: [F:1][C:2]1[CH:7]=[CH:6][CH:5]=[C:4]([F:8])[C:3]=1[CH2:9][S:10]([C:13]1[CH2:17][C:16]([CH3:19])([CH3:18])[O:15][N:14]=1)(=[O:12])=[O:11].[F:20][C:21]1[CH:28]=[CH:27][C:24]([CH2:25]Br)=[CH:23][CH:22]=1. Given the product [F:8][C:4]1[CH:5]=[CH:6][CH:7]=[C:2]([F:1])[C:3]=1[CH:9]([S:10]([C:13]1[CH2:17][C:16]([CH3:19])([CH3:18])[O:15][N:14]=1)(=[O:11])=[O:12])[CH2:25][C:24]1[CH:27]=[CH:28][C:21]([F:20])=[CH:22][CH:23]=1, predict the reactants needed to synthesize it. (8) Given the product [NH2:14][C:15]1[CH:20]=[CH:19][C:18]2[C:21]3([CH2:36][O:37][C:17]=2[CH:16]=1)[C:29]1[C:24](=[CH:25][CH:26]=[CH:27][CH:28]=1)[N:23]([CH2:30][CH2:31][CH2:32][CH2:33][CH3:34])[C:22]3=[O:35], predict the reactants needed to synthesize it. The reactants are: C1(C(=[N:14][C:15]2[CH:20]=[CH:19][C:18]3[C:21]4([CH2:36][O:37][C:17]=3[CH:16]=2)[C:29]2[C:24](=[CH:25][CH:26]=[CH:27][CH:28]=2)[N:23]([CH2:30][CH2:31][CH2:32][CH2:33][CH3:34])[C:22]4=[O:35])C2C=CC=CC=2)C=CC=CC=1.Cl. (9) Given the product [Br:6][C:7]1[CH:8]=[C:9]([C:15]([CH3:19])([CH3:18])[CH:16]=[CH2:2])[CH:10]=[CH:11][C:12]=1[O:13][CH3:14], predict the reactants needed to synthesize it. The reactants are: [Li][CH2:2]CCC.[Br:6][C:7]1[CH:8]=[C:9]([C:15]([CH3:19])([CH3:18])[CH:16]=O)[CH:10]=[CH:11][C:12]=1[O:13][CH3:14]. (10) Given the product [Cl:1][C:2]1[N:7]=[C:6]([NH:8][C@H:9]2[CH2:10][CH2:11][CH2:12][C@:13]([CH2:14][C:18]#[N:19])([OH:15])[CH2:16]2)[C:5]([F:17])=[CH:4][N:3]=1, predict the reactants needed to synthesize it. The reactants are: [Cl:1][C:2]1[N:7]=[C:6]([NH:8][CH:9]2[CH2:16][C@@:13]3([O:15][CH2:14]3)[CH2:12][CH2:11][CH2:10]2)[C:5]([F:17])=[CH:4][N:3]=1.[C-:18]#[N:19].[Na+].Cl([O-])(=O)(=O)=O.[Li+].CCOC(C)=O.